Dataset: Reaction yield outcomes from USPTO patents with 853,638 reactions. Task: Predict the reaction yield, written as a fraction of the theoretical maximum amount of product (1.0 means a 100% yield; for example, 0.34 means a 34% yield). (1) The reactants are [Br:1][CH2:2][C:3](=O)[C@@H:4]([NH:15]C(=O)OC(C)(C)C)[CH2:5][C:6]1[CH:11]=[CH:10][C:9]([N+:12]([O-:14])=[O:13])=[CH:8][CH:7]=1.[C:24]([NH2:32])(=[S:31])[C:25]1[CH:30]=[CH:29][CH:28]=[CH:27][CH:26]=1.C(OCC)C. The catalyst is CC#N. The product is [BrH:1].[N+:12]([C:9]1[CH:8]=[CH:7][C:6]([CH2:5][C@@H:4]([C:3]2[N:32]=[C:24]([C:25]3[CH:30]=[CH:29][CH:28]=[CH:27][CH:26]=3)[S:31][CH:2]=2)[NH2:15])=[CH:11][CH:10]=1)([O-:14])=[O:13]. The yield is 0.670. (2) The reactants are [CH:1]([C:4]1[CH:9]=[C:8]([N+:10]([O-:12])=[O:11])[CH:7]=[CH:6][C:5]=1N)([CH3:3])[CH3:2].N([O-])=O.[Na+].[C:18]([Cu])#[N:19].[C-]#N.[Na+].N. The catalyst is Cl.O.C(OCC)(=O)C. The product is [CH:1]([C:4]1[CH:9]=[C:8]([N+:10]([O-:12])=[O:11])[CH:7]=[CH:6][C:5]=1[C:18]#[N:19])([CH3:3])[CH3:2]. The yield is 0.420. (3) The catalyst is C(Cl)Cl. The product is [CH3:1][O:2][C:3]1[CH:4]=[C:5]2[C:10](=[CH:11][C:12]=1[O:13][CH3:14])[N:9]=[CH:8][CH:7]=[C:6]2[O:15][C:16]1[CH:22]=[CH:21][C:19]([NH:20][C:38](=[O:40])[O:54][CH:52]([C:51]2[CH:55]=[C:56]([F:60])[C:57]([F:59])=[CH:58][C:50]=2[F:49])[CH3:53])=[CH:18][CH:17]=1. The reactants are [CH3:1][O:2][C:3]1[CH:4]=[C:5]2[C:10](=[CH:11][C:12]=1[O:13][CH3:14])[N:9]=[CH:8][CH:7]=[C:6]2[O:15][C:16]1[CH:22]=[CH:21][C:19]([NH2:20])=[CH:18][CH:17]=1.C1(C)C=CC=CC=1.C(N(CC)CC)C.Cl[C:38](Cl)([O:40]C(=O)OC(Cl)(Cl)Cl)Cl.[F:49][C:50]1[CH:58]=[C:57]([F:59])[C:56]([F:60])=[CH:55][C:51]=1[CH:52]([OH:54])[CH3:53]. The yield is 0.490. (4) The product is [CH3:10][C:8]1[S:9][C:5]2[CH:4]=[CH:3][C:2]([N:1]=[C:21]3[C:23]4[C:28](=[CH:27][CH:26]=[CH:25][CH:24]=4)[N:18]([C:12]4[CH:13]=[CH:14][CH:15]=[CH:16][CH:17]=4)[C:19]3=[O:20])=[CH:11][C:6]=2[N:7]=1. The reactants are [NH2:1][C:2]1[CH:3]=[CH:4][C:5]2[S:9][C:8]([CH3:10])=[N:7][C:6]=2[CH:11]=1.[C:12]1([N:18]2[C:28]3[C:23](=[CH:24][CH:25]=[CH:26][CH:27]=3)[C:21](=O)[C:19]2=[O:20])[CH:17]=[CH:16][CH:15]=[CH:14][CH:13]=1. The yield is 0.323. No catalyst specified. (5) The reactants are O[C:2]1[C:11]2[C:6](=[CH:7][CH:8]=[CH:9][CH:10]=2)[N:5]=[CH:4][N:3]=1.O=P(Cl)(Cl)[Cl:14]. No catalyst specified. The product is [Cl:14][C:2]1[C:11]2[C:6](=[CH:7][CH:8]=[CH:9][CH:10]=2)[N:5]=[CH:4][N:3]=1. The yield is 0.880. (6) The reactants are [CH:1]1N=C[N:3]([C:6]([N:8]2C=N[CH:10]=[CH:9]2)=[O:7])[CH:2]=1.[C:13]([C:17]1[CH:18]=[CH:19][C:20]([C:24]2[CH:28]=[C:27]([CH3:29])[NH:26][C:25]=2[CH3:30])=C(C=1)N)([CH3:16])([CH3:15])[CH3:14].[CH3:31][NH:32][C:33]([C:35]1[CH:40]=[C:39]([O:41][C:42]2[CH:48]=CC(N)=[CH:44][CH:43]=2)[CH:38]=[CH:37][N:36]=1)=[O:34]. The catalyst is C(Cl)Cl.CCOC(C)=O. The product is [C:13]([C:17]1[CH:18]=[CH:19][C:20]([C:24]2[CH:28]=[C:27]([CH3:29])[NH:26][C:25]=2[CH3:30])=[C:9]([NH:8][C:6]([NH:3][C:2]2[CH:1]=[CH:48][C:42]([O:41][C:39]3[CH:38]=[CH:37][N:36]=[C:35]([C:33](=[O:34])[NH:32][CH3:31])[CH:40]=3)=[CH:43][CH:44]=2)=[O:7])[CH:10]=1)([CH3:14])([CH3:15])[CH3:16]. The yield is 0.240. (7) The reactants are [C:1]1([NH:7][C:8]([C:10]2([C:13]([O:15]C)=[O:14])[CH2:12][CH2:11]2)=[O:9])[CH:6]=[CH:5][CH:4]=[CH:3][CH:2]=1.O.[OH-].[Li+]. The catalyst is C1COCC1.O. The product is [C:1]1([NH:7][C:8]([C:10]2([C:13]([OH:15])=[O:14])[CH2:11][CH2:12]2)=[O:9])[CH:2]=[CH:3][CH:4]=[CH:5][CH:6]=1. The yield is 0.850.